Regression. Given two drug SMILES strings and cell line genomic features, predict the synergy score measuring deviation from expected non-interaction effect. From a dataset of NCI-60 drug combinations with 297,098 pairs across 59 cell lines. (1) Drug 1: C1CCC(C1)C(CC#N)N2C=C(C=N2)C3=C4C=CNC4=NC=N3. Drug 2: COC1=C2C(=CC3=C1OC=C3)C=CC(=O)O2. Cell line: EKVX. Synergy scores: CSS=9.78, Synergy_ZIP=-1.62, Synergy_Bliss=0.938, Synergy_Loewe=-0.743, Synergy_HSA=0.908. (2) Drug 1: C#CCC(CC1=CN=C2C(=N1)C(=NC(=N2)N)N)C3=CC=C(C=C3)C(=O)NC(CCC(=O)O)C(=O)O. Drug 2: CC1CCCC2(C(O2)CC(NC(=O)CC(C(C(=O)C(C1O)C)(C)C)O)C(=CC3=CSC(=N3)C)C)C. Cell line: CAKI-1. Synergy scores: CSS=27.5, Synergy_ZIP=0.265, Synergy_Bliss=-1.56, Synergy_Loewe=-2.75, Synergy_HSA=-2.56.